Dataset: Full USPTO retrosynthesis dataset with 1.9M reactions from patents (1976-2016). Task: Predict the reactants needed to synthesize the given product. (1) Given the product [O:2]1[CH2:68][CH2:69][O:70][CH:1]1[C:3]1[CH:8]=[CH:7][C:6]([CH2:9][C:10]([O:12][CH3:13])=[O:11])=[CH:5][CH:4]=1, predict the reactants needed to synthesize it. The reactants are: [CH:1]([C:3]1[CH:8]=[CH:7][C:6]([CH2:9][C:10]([O:12][CH3:13])=[O:11])=[CH:5][CH:4]=1)=[O:2].[Br-].[Br-].[Br-].C([N+](CCCC)(CCCC)CCCC)CCC.C([N+](CCCC)(CCCC)CCCC)CCC.C([N+](CCCC)(CCCC)CCCC)CCC.[CH2:68](O)[CH2:69][OH:70]. (2) Given the product [Cl:1][C:2]1[CH:7]=[CH:6][C:5]([CH2:8][CH2:9][CH2:10][O:11][CH:12]2[CH2:13][CH2:14][NH:15][CH2:16][CH2:17]2)=[CH:4][CH:3]=1, predict the reactants needed to synthesize it. The reactants are: [Cl:1][C:2]1[CH:7]=[CH:6][C:5]([CH2:8][CH2:9][CH2:10][O:11][CH:12]2[CH2:17][CH2:16][N:15](C(OC(C)(C)C)=O)[CH2:14][CH2:13]2)=[CH:4][CH:3]=1.[OH-].[Na+]. (3) Given the product [CH3:1][N:2]([CH3:3])[CH2:4][C:5]1[CH:10]=[CH:9][CH:8]=[CH:7][C:6]=1[N:11]1[CH2:16][CH2:15][NH:14][CH2:13][CH2:12]1, predict the reactants needed to synthesize it. The reactants are: [CH3:1][N:2]([CH2:4][C:5]1[CH:10]=[CH:9][CH:8]=[CH:7][C:6]=1[N:11]1[CH2:16][CH2:15][N:14](C(OC(C)(C)C)=O)[CH2:13][CH2:12]1)[CH3:3].C(O)(C(F)(F)F)=O.